This data is from Catalyst prediction with 721,799 reactions and 888 catalyst types from USPTO. The task is: Predict which catalyst facilitates the given reaction. Reactant: [NH:1]1[C:5]2[CH:6]=[CH:7][CH:8]=[CH:9][C:4]=2[N:3]=[C:2]1[CH2:10][C:11]([NH:13][C:14]1[NH:18][N:17]=[CH:16][C:15]=1[C:19]#[N:20])=[O:12].C[O-].[Na+]. Product: [NH2:20][C:19]1[C:15]2[CH:16]=[N:17][NH:18][C:14]=2[NH:13][C:11](=[O:12])[C:10]=1[C:2]1[NH:1][C:5]2[CH:6]=[CH:7][CH:8]=[CH:9][C:4]=2[N:3]=1. The catalyst class is: 6.